Predict the product of the given reaction. From a dataset of Forward reaction prediction with 1.9M reactions from USPTO patents (1976-2016). (1) Given the reactants [C@@H]1(C2C=CC=C(CC3SC(CC)=CC=3)C=2)O[C@H](CO)[C@@H](O)[C@H](O)[C@H]1O.[C:26]1([C:32]2[S:36][C:35]([C:37]([C:39]3[CH:44]=[C:43]([Br:45])[CH:42]=[CH:41][C:40]=3[C:46]([F:49])([F:48])[F:47])=O)=[CH:34][CH:33]=2)[CH:31]=[CH:30][CH:29]=[CH:28][CH:27]=1.O1CCCC1.[BH4-].[Na+], predict the reaction product. The product is: [Br:45][C:43]1[CH:42]=[CH:41][C:40]([C:46]([F:49])([F:47])[F:48])=[C:39]([CH2:37][C:35]2[S:36][C:32]([C:26]3[CH:31]=[CH:30][CH:29]=[CH:28][CH:27]=3)=[CH:33][CH:34]=2)[CH:44]=1. (2) Given the reactants [Cl:1][C:2]1[CH:7]=[C:6]([Cl:8])[CH:5]=[CH:4][C:3]=1[CH2:9][N:10]([CH2:17][C@H:18]1[CH2:22][CH2:21][N:20](C(OC(C)(C)C)=O)[CH2:19]1)[CH:11]1[CH2:16][CH2:15][O:14][CH2:13][CH2:12]1.FC(F)(F)C(O)=O.[C:37]([OH:46])(=[O:45])[C@@H:38]([C@H:40]([C:42]([OH:44])=[O:43])[OH:41])[OH:39], predict the reaction product. The product is: [C:42]([C@@H:40]([C@H:38]([C:37]([OH:46])=[O:45])[OH:39])[OH:41])([OH:44])=[O:43].[Cl:1][C:2]1[CH:7]=[C:6]([Cl:8])[CH:5]=[CH:4][C:3]=1[CH2:9][N:10]([CH2:17][C@H:18]1[CH2:22][CH2:21][NH:20][CH2:19]1)[CH:11]1[CH2:12][CH2:13][O:14][CH2:15][CH2:16]1. (3) Given the reactants Cl.[C:2]([O:6][C:7]([NH:9][CH:10]1[CH2:15][CH2:14][N:13]([CH:16]2[CH2:21][CH:20]([C:22]3[CH:27]=[CH:26][C:25]([F:28])=[CH:24][CH:23]=3)[CH:19]([C:29]([O:31][CH3:32])=[O:30])[NH:18][CH2:17]2)[CH2:12][CH2:11]1)=[O:8])([CH3:5])([CH3:4])[CH3:3].[C:33](Cl)(=[O:42])[O:34][CH2:35][C:36]1[CH:41]=[CH:40][CH:39]=[CH:38][CH:37]=1, predict the reaction product. The product is: [C:2]([O:6][C:7]([NH:9][CH:10]1[CH2:11][CH2:12][N:13]([CH:16]2[CH2:21][CH:20]([C:22]3[CH:23]=[CH:24][C:25]([F:28])=[CH:26][CH:27]=3)[CH:19]([C:29]([O:31][CH3:32])=[O:30])[N:18]([C:33]([O:34][CH2:35][C:36]3[CH:41]=[CH:40][CH:39]=[CH:38][CH:37]=3)=[O:42])[CH2:17]2)[CH2:14][CH2:15]1)=[O:8])([CH3:5])([CH3:4])[CH3:3]. (4) Given the reactants Cl.[CH2:2]([N:6]1[CH2:11][CH2:10][CH2:9][CH2:8][CH:7]1[C:12]#[C:13][C:14]1[CH:19]=[C:18]([C:20]([F:23])([F:22])[F:21])[CH:17]=[CH:16][C:15]=1[C:24]1[N:29]=[CH:28][N:27]=[C:26]([O:30][C:31]2[C:36]3[N:37]=[C:38]([NH:40][C:41](=[O:43])[CH3:42])[S:39][C:35]=3[CH:34]=[CH:33][CH:32]=2)[CH:25]=1)[CH:3]([CH3:5])[CH3:4], predict the reaction product. The product is: [CH2:2]([N:6]1[CH2:11][CH2:10][CH2:9][CH2:8][CH:7]1[CH2:12][CH2:13][C:14]1[CH:19]=[C:18]([C:20]([F:22])([F:23])[F:21])[CH:17]=[CH:16][C:15]=1[C:24]1[N:29]=[CH:28][N:27]=[C:26]([O:30][C:31]2[C:36]3[N:37]=[C:38]([NH:40][C:41](=[O:43])[CH3:42])[S:39][C:35]=3[CH:34]=[CH:33][CH:32]=2)[CH:25]=1)[CH:3]([CH3:5])[CH3:4]. (5) The product is: [F:47][C:48]([F:53])([F:52])[C:49]([OH:51])=[O:50].[NH2:7][CH2:8][C:9]1[CH:10]=[CH:11][C:12]([C:15]([NH:16][C:17]2[CH:18]=[CH:19][C:20]([NH:23][C:24]3[N:29]4[N:30]=[CH:31][CH:32]=[C:28]4[CH:27]=[C:26]([C:33]4[CH:38]=[CH:37][C:36]([C:39]5[CH:44]=[CH:43][CH:42]=[CH:41][CH:40]=5)=[CH:35][CH:34]=4)[N:25]=3)=[CH:21][CH:22]=2)=[O:45])=[CH:13][CH:14]=1. Given the reactants C(OC(=O)[NH:7][CH2:8][C:9]1[CH:14]=[CH:13][C:12]([C:15](=[O:45])[NH:16][C:17]2[CH:22]=[CH:21][C:20]([NH:23][C:24]3[N:29]4[N:30]=[CH:31][CH:32]=[C:28]4[CH:27]=[C:26]([C:33]4[CH:38]=[CH:37][C:36]([C:39]5[CH:44]=[CH:43][CH:42]=[CH:41][CH:40]=5)=[CH:35][CH:34]=4)[N:25]=3)=[CH:19][CH:18]=2)=[CH:11][CH:10]=1)(C)(C)C.[F:47][C:48]([F:53])([F:52])[C:49]([OH:51])=[O:50], predict the reaction product. (6) Given the reactants [N:1]1([CH2:6][C:7]2[CH:8]=[C:9]([CH:38]=[C:39](Cl)[CH:40]=2)/[CH:10]=[CH:11]/[C:12]2[CH:17]=[CH:16][C:15]([N:18]3[CH2:23][CH2:22][N:21]([S:24]([C:27]4C=CC=C(OC(F)(F)F)C=4)(=[O:26])=[O:25])[CH2:20][CH2:19]3)=[CH:14][CH:13]=2)[CH:5]=[CH:4][N:3]=[CH:2]1.CS(Cl)(=O)=O.[F:47]C(F)(F)OC1C=C(S(Cl)(=O)=O)C=CC=1.N1(CC2C=C(C=C(F)C=2)/C=C/C2C=CC(N3CCNCC3)=CC=2)C=CN=C1.Cl.N1(CC2C=C(C=C(Cl)C=2)/C=C/C2C=CC(N3CCNCC3)=CC=2)C=CN=C1, predict the reaction product. The product is: [N:1]1([CH2:6][C:7]2[CH:8]=[C:9]([CH:38]=[C:39]([F:47])[CH:40]=2)/[CH:10]=[CH:11]/[C:12]2[CH:17]=[CH:16][C:15]([N:18]3[CH2:19][CH2:20][N:21]([S:24]([CH3:27])(=[O:25])=[O:26])[CH2:22][CH2:23]3)=[CH:14][CH:13]=2)[CH:5]=[CH:4][N:3]=[CH:2]1. (7) Given the reactants Br[C:2]1[C:3]2[N:4]([CH:18]=[CH:19][N:20]=2)[N:5]=[C:6]([C:8]2[CH:9]=[C:10]([CH:15]=[CH:16][CH:17]=2)[C:11]([O:13][CH3:14])=[O:12])[CH:7]=1.[CH3:21][C@@H:22]1[CH2:26][CH2:25][CH2:24][N:23]1[C:27]1[N:32]=[C:31]([NH2:33])[CH:30]=[CH:29][CH:28]=1.C1C=CC(P(C2C(C3C(P(C4C=CC=CC=4)C4C=CC=CC=4)=CC=C4C=3C=CC=C4)=C3C(C=CC=C3)=CC=2)C2C=CC=CC=2)=CC=1.C([O-])([O-])=O.[Cs+].[Cs+], predict the reaction product. The product is: [CH3:21][C@@H:22]1[CH2:26][CH2:25][CH2:24][N:23]1[C:27]1[N:32]=[C:31]([NH:33][C:2]2[C:3]3[N:4]([CH:18]=[CH:19][N:20]=3)[N:5]=[C:6]([C:8]3[CH:9]=[C:10]([CH:15]=[CH:16][CH:17]=3)[C:11]([O:13][CH3:14])=[O:12])[CH:7]=2)[CH:30]=[CH:29][CH:28]=1. (8) Given the reactants [Br:1][C:2]1[CH:3]=[C:4]2[C:9](=[CH:10][CH:11]=1)[N:8]=[CH:7][C:6]([N:12]1[CH2:17][CH2:16][N:15](C(OC(C)(C)C)=O)[CH2:14][CH2:13]1)=[C:5]2[Cl:25].FC(F)(F)C(O)=[O:29], predict the reaction product. The product is: [Br:1][C:2]1[CH:3]=[C:4]2[C:9](=[CH:10][CH:11]=1)[NH:8][C:7](=[O:29])[C:6]([N:12]1[CH2:17][CH2:16][NH:15][CH2:14][CH2:13]1)=[C:5]2[Cl:25].